Task: Predict the reactants needed to synthesize the given product.. Dataset: Full USPTO retrosynthesis dataset with 1.9M reactions from patents (1976-2016) (1) Given the product [N:23]1([C:26]2[CH:32]=[CH:31][C:30]([N:33]3[CH2:34][CH2:35][O:36][CH2:37][CH2:38]3)=[CH:29][C:27]=2[NH:28][C:2]2[C:11]3[C:6](=[CH:7][CH:8]=[C:9]([F:12])[CH:10]=3)[N:5]=[C:4]([C:13]3[CH:18]=[CH:17][CH:16]=[CH:15][N:14]=3)[C:3]=2[CH3:19])[CH2:24][CH2:25][O:20][CH2:21][CH2:22]1, predict the reactants needed to synthesize it. The reactants are: Cl[C:2]1[C:11]2[C:6](=[CH:7][CH:8]=[C:9]([F:12])[CH:10]=2)[N:5]=[C:4]([C:13]2[CH:18]=[CH:17][CH:16]=[CH:15][N:14]=2)[C:3]=1[CH3:19].[O:20]1[CH2:25][CH2:24][N:23]([C:26]2[CH:32]=[CH:31][C:30]([N:33]3[CH2:38][CH2:37][O:36][CH2:35][CH2:34]3)=[CH:29][C:27]=2[NH2:28])[CH2:22][CH2:21]1.Cl.O1CCOCC1. (2) Given the product [N:1]1[C:10]2[C:5](=[CH:6][CH:7]=[CH:8][CH:9]=2)[C:4]([C:11]2[CH:12]=[N:13][N:14]3[CH:19]=[C:18]([C:20]([OH:22])=[O:21])[CH:17]=[N:16][C:15]=23)=[CH:3][CH:2]=1, predict the reactants needed to synthesize it. The reactants are: [N:1]1[C:10]2[C:5](=[CH:6][CH:7]=[CH:8][CH:9]=2)[C:4]([C:11]2[CH:12]=[N:13][N:14]3[CH:19]=[C:18]([C:20]([O:22]CC)=[O:21])[CH:17]=[N:16][C:15]=23)=[CH:3][CH:2]=1.[Li+].[OH-].CC(O)=O. (3) Given the product [OH:2][C:3]1[CH:29]=[CH:28][C:6]2[C:7](=[CH:16][C:17]3[CH:18]=[C:19]([NH:23][S:24]([CH3:27])(=[O:26])=[O:25])[CH:20]=[CH:21][CH:22]=3)[C:8]3[CH:15]=[CH:14][CH:13]=[CH:12][C:9]=3[CH2:10][CH2:11][C:5]=2[CH:4]=1, predict the reactants needed to synthesize it. The reactants are: C[O:2][C:3]1[CH:29]=[CH:28][C:6]2[C:7](=[CH:16][C:17]3[CH:18]=[C:19]([NH:23][S:24]([CH3:27])(=[O:26])=[O:25])[CH:20]=[CH:21][CH:22]=3)[C:8]3[CH:15]=[CH:14][CH:13]=[CH:12][C:9]=3[CH2:10][CH2:11][C:5]=2[CH:4]=1.B(Br)(Br)Br. (4) Given the product [Cl:1][C:2]1[N:7]=[C:6]([NH:8][CH3:9])[C:5]([NH2:10])=[CH:4][CH:3]=1, predict the reactants needed to synthesize it. The reactants are: [Cl:1][C:2]1[N:7]=[C:6]([NH:8][CH3:9])[C:5]([N+:10]([O-])=O)=[CH:4][CH:3]=1.O.O.[Sn](Cl)Cl.[OH-].[Na+].C(OCC)(=O)C. (5) The reactants are: [I:1][C:2]1[C:7]2[C:8](=[O:19])[C:9]3[CH:16]=[CH:15][CH:14]=[C:13]([CH2:17][OH:18])[C:10]=3[CH2:11][CH2:12][C:6]=2[CH:5]=[CH:4][CH:3]=1. Given the product [I:1][C:2]1[C:7]2[C:8](=[O:19])[C:9]3[CH:16]=[CH:15][CH:14]=[C:13]([CH:17]=[O:18])[C:10]=3[CH2:11][CH2:12][C:6]=2[CH:5]=[CH:4][CH:3]=1, predict the reactants needed to synthesize it. (6) Given the product [Cl:15][C:16]1[CH:17]=[C:18]2[C:19](=[CH:25][C:26]=1[Cl:27])[C:20](=[O:21])[N:1]([CH2:2][CH:3]([C:9]1([CH3:14])[O:10][CH2:11][CH2:12][O:13]1)[C:4]([O:6][CH2:7][CH3:8])=[O:5])[C:23]2=[O:22], predict the reactants needed to synthesize it. The reactants are: [NH2:1][CH2:2][CH:3]([C:9]1([CH3:14])[O:13][CH2:12][CH2:11][O:10]1)[C:4]([O:6][CH2:7][CH3:8])=[O:5].[Cl:15][C:16]1[CH:17]=[C:18]2[C:23](=O)[O:22][C:20](=[O:21])[C:19]2=[CH:25][C:26]=1[Cl:27]. (7) Given the product [ClH:1].[Cl:1][C:2]1[C:7]([N:8]2[CH2:13][CH2:12][N:11]([CH2:14][CH:15]([F:17])[F:16])[CH2:10][CH2:9]2)=[CH:6][C:5]([C:18]#[N:19])=[CH:4][C:3]=1[NH:20][C:21]1[N:26]=[C:25]([NH:27][CH:28]2[CH2:29][CH2:30]2)[C:24]2=[N:31][CH:32]=[C:33]([C:34]#[N:35])[N:23]2[N:22]=1, predict the reactants needed to synthesize it. The reactants are: [Cl:1][C:2]1[C:7]([N:8]2[CH2:13][CH2:12][N:11]([CH2:14][CH:15]([F:17])[F:16])[CH2:10][CH2:9]2)=[CH:6][C:5]([C:18]#[N:19])=[CH:4][C:3]=1[NH:20][C:21]1[N:26]=[C:25]([NH:27][CH:28]2[CH2:30][CH2:29]2)[C:24]2=[N:31][CH:32]=[C:33]([C:34]#[N:35])[N:23]2[N:22]=1.Cl. (8) Given the product [Cl:8][C:7]1[N:6]2[CH:9]=[C:10]([CH3:12])[N:11]=[C:5]2[CH:4]=[N:3][C:2]=1[C:18]#[C:17][Si:14]([CH3:16])([CH3:15])[CH3:13], predict the reactants needed to synthesize it. The reactants are: Br[C:2]1[N:3]=[CH:4][C:5]2[N:6]([CH:9]=[C:10]([CH3:12])[N:11]=2)[C:7]=1[Cl:8].[CH3:13][Si:14]([C:17]#[CH:18])([CH3:16])[CH3:15].C(N(CC)CC)C. (9) Given the product [Cl:1][C:2]1[CH:11]=[C:10]2[C:5]([CH:6]=[CH:7][N+:8]([O-:21])=[CH:9]2)=[CH:4][C:3]=1[F:12], predict the reactants needed to synthesize it. The reactants are: [Cl:1][C:2]1[CH:11]=[C:10]2[C:5]([CH:6]=[CH:7][N:8]=[CH:9]2)=[CH:4][C:3]=1[F:12].ClC1C=C(C(OO)=[O:21])C=CC=1. (10) Given the product [C:1]([OH:7])([C:3]([F:6])([F:5])[F:4])=[O:2].[C@@H:16]12[CH2:17][C@@H:18]1[CH2:19][C@@H:20]([C:21]1[NH:25][C:24]3[CH:26]=[C:27]([C:30]4[CH:39]=[N:38][C:37]5[C:32](=[CH:33][CH:34]=[C:35]([C:40]6[CH:61]=[CH:60][C:43]7[N:44]=[C:45]([C@@H:47]8[CH2:52][C@@H:51]9[C@@H:49]([CH2:50]9)[NH:48]8)[NH:46][C:42]=7[CH:41]=6)[CH:36]=5)[N:31]=4)[CH:28]=[CH:29][C:23]=3[N:22]=1)[NH:15]2, predict the reactants needed to synthesize it. The reactants are: [C:1]([OH:7])([C:3]([F:6])([F:5])[F:4])=[O:2].C(OC([N:15]1[C@H:20]([C:21]2[NH:25][C:24]3[CH:26]=[C:27]([C:30]4[CH:39]=[N:38][C:37]5[C:32](=[CH:33][CH:34]=[C:35]([C:40]6[CH:61]=[CH:60][C:43]7[NH:44][C:45]([C@@H:47]8[CH2:52][C@@H:51]9[C@@H:49]([CH2:50]9)[N:48]8C(OC(C)(C)C)=O)=[N:46][C:42]=7[CH:41]=6)[CH:36]=5)[N:31]=4)[CH:28]=[CH:29][C:23]=3[N:22]=2)[CH2:19][C@@H:18]2[C@H:16]1[CH2:17]2)=O)(C)(C)C.